Predict the product of the given reaction. From a dataset of Forward reaction prediction with 1.9M reactions from USPTO patents (1976-2016). (1) Given the reactants [NH2:1][C:2]1[CH:7]=[CH:6][C:5]([C:8]2[CH:13]=[CH:12][C:11]([C:14]([O:16][CH3:17])=[O:15])=[C:10]([Cl:18])[CH:9]=2)=[CH:4][CH:3]=1.Cl[C:20]1[S:21][C:22]2[CH:28]=[C:27]([F:29])[CH:26]=[CH:25][C:23]=2[N:24]=1.Cl.O1CCOCC1, predict the reaction product. The product is: [F:29][C:27]1[CH:26]=[CH:25][C:23]2[N:24]=[C:20]([NH:1][C:2]3[CH:3]=[CH:4][C:5]([C:8]4[CH:13]=[CH:12][C:11]([C:14]([O:16][CH3:17])=[O:15])=[C:10]([Cl:18])[CH:9]=4)=[CH:6][CH:7]=3)[S:21][C:22]=2[CH:28]=1. (2) Given the reactants CI.[C:3]([CH:5]([C:10]1[CH:15]=[CH:14][C:13]([O:16][CH2:17][O:18][CH2:19][CH2:20][O:21][CH3:22])=[CH:12][CH:11]=1)[CH2:6][C:7]([OH:9])=[O:8])#[N:4].[C:23](=O)([O-])[O-].[Cs+].[Cs+].O, predict the reaction product. The product is: [CH3:23][O:8][C:7](=[O:9])[CH2:6][CH:5]([C:3]#[N:4])[C:10]1[CH:15]=[CH:14][C:13]([O:16][CH2:17][O:18][CH2:19][CH2:20][O:21][CH3:22])=[CH:12][CH:11]=1. (3) Given the reactants [CH3:1][C:2]1[O:6][N:5]=[C:4]([C:7]2[CH:12]=[CH:11][CH:10]=[CH:9][N:8]=2)[C:3]=1[CH:13]=O.Cl.[CH2:16]([O:18][C:19]([C:21]1[N:22]([CH3:27])[N:23]=[C:24]([NH2:26])[CH:25]=1)=[O:20])[CH3:17].C(O)(=O)C.C([BH3-])#N.[Na+], predict the reaction product. The product is: [CH3:27][N:22]1[C:21]([C:19]([O:18][CH2:16][CH3:17])=[O:20])=[CH:25][C:24]([NH:26][CH2:13][C:3]2[C:4]([C:7]3[CH:12]=[CH:11][CH:10]=[CH:9][N:8]=3)=[N:5][O:6][C:2]=2[CH3:1])=[N:23]1. (4) Given the reactants [Br:1][C:2]1[CH:24]=[CH:23][C:5]2[N:6]=[C:7]([O:9][CH:10]3[CH2:15][CH2:14][N:13](C(OC(C)(C)C)=O)[CH2:12][CH2:11]3)[S:8][C:4]=2[CH:3]=1.C(O)(C(F)(F)F)=O, predict the reaction product. The product is: [Br:1][C:2]1[CH:24]=[CH:23][C:5]2[N:6]=[C:7]([O:9][CH:10]3[CH2:11][CH2:12][NH:13][CH2:14][CH2:15]3)[S:8][C:4]=2[CH:3]=1. (5) Given the reactants CC(C)([O-])C.[K+].[NH:7]1[CH:11]=[CH:10][N:9]=[CH:8]1.[N-]1C=CN=C1.[K+].Cl[CH2:19][C:20]([O:22]C)=[O:21], predict the reaction product. The product is: [N:7]1([CH2:19][C:20]([OH:22])=[O:21])[CH:11]=[CH:10][N:9]=[CH:8]1. (6) Given the reactants C(OC([N:6]1[CH2:24][CH2:23][C@:13]23[C:14]4[C:15]5[O:22][C@H:12]2[C:11](=[O:25])[CH2:10][CH2:9][C@@:8]3([OH:26])[C@H:7]1[CH2:20][C:19]=4[CH:18]=[CH:17][C:16]=5[OH:21])=O)C.S(=O)(=O)(O)O, predict the reaction product. The product is: [O:22]1[C@@H:12]2[C@@:13]34[CH2:23][CH2:24][NH:6][C@@H:7]([C@:8]3([OH:26])[CH2:9][CH2:10][C:11]2=[O:25])[CH2:20][C:19]2=[C:14]4[C:15]1=[C:16]([OH:21])[CH:17]=[CH:18]2. (7) The product is: [N+:14]([C:5]1[CH:4]=[CH:3][C:2]([N:17]2[CH2:22][CH2:21][O:23][CH2:19][CH2:18]2)=[CH:7][C:6]=1[N:8]1[CH2:13][CH2:12][CH2:11][CH2:10][CH2:9]1)([O-:16])=[O:15]. Given the reactants Cl[C:2]1[CH:3]=[CH:4][C:5]([N+:14]([O-:16])=[O:15])=[C:6]([N:8]2[CH2:13][CH2:12][CH2:11][CH2:10][CH2:9]2)[CH:7]=1.[NH:17]1[CH2:22][CH2:21]S[CH2:19][CH2:18]1.[OH2:23], predict the reaction product. (8) Given the reactants [F:1][C:2]1C=C[C:5]([NH2:6])=[CH:4][CH:3]=1.C1(C=O)CC1.[CH:14](/[NH:17][C:18](=[O:27])[O:19][CH2:20][C:21]1[CH:26]=[CH:25][CH:24]=[CH:23][CH:22]=1)=[CH:15]\[CH3:16].Cl[C:58]1[CH:63]=[CH:62][C:61]([C:58]2[C:63]3OP(=O)(O)O[C:58]4[C:63]([C:58]5[CH:63]=[CH:62][C:61](Cl)=[CH:60][CH:59]=5)=[CH:62][C:61]5CCCC[C:60]=5[C:59]=4[C:62]=3[C:61]3CCCC[C:60]=3[CH:59]=2)=[CH:60][CH:59]=1, predict the reaction product. The product is: [CH:62]1([C@H:61]2[C@H:60]([CH3:59])[C@@H:14]([NH:17][C:18](=[O:27])[O:19][CH2:20][C:21]3[CH:22]=[CH:23][CH:24]=[CH:25][CH:26]=3)[C:15]3[C:5](=[CH:4][CH:3]=[C:2]([F:1])[CH:16]=3)[NH:6]2)[CH2:63][CH2:58]1.